From a dataset of Experimentally validated miRNA-target interactions with 360,000+ pairs, plus equal number of negative samples. Binary Classification. Given a miRNA mature sequence and a target amino acid sequence, predict their likelihood of interaction. (1) The miRNA is hsa-miR-122-5p with sequence UGGAGUGUGACAAUGGUGUUUG. The protein sequence of the target gene is MFEDKPHAEGAAVVAAAGEALQALCQELNLDEGSAAEALDDFTAIRGNYSLEGEVTHWLACSLYVACRKSIIPTVGKGIMEGNCVSLTRILRSAKLSLIQFFSKMKKWMDMSNLPQEFRERIERLERNFEVSTVIFKKYEPIFLDIFQNPYEEPPKLPRSRKQRRIPCSVKDLFNFCWTLFVYTKGNFRMIGDDLVNSYHLLLCCLDLIFANAIMCPNRQDLLNPSFKGLPSDFHTADFTASEEPPCIIAVLCELHDGLLVEAKGIKEHYFKPYISKLFDRKILKGECLLDLSSFTDNSK.... Result: 1 (interaction). (2) The miRNA is mmu-miR-141-3p with sequence UAACACUGUCUGGUAAAGAUGG. The protein sequence of the target gene is MRLLPEWFLLLFGPWLLRKAVSAQIPESGRPQYLGLRPAAAGAGAPGQQLPEPRSSDGLGVGRAWSWAWPTNHTGALARAGAAGALPAQRTKRKPSIKAARAKKIFGWGDFYFRVHTLKFSLLVTGKIVDHVNGTFSVYFRHNSSSLGNLSVSIVPPSKRVEFGGVWLPGPVPHPLQSTLALEGVLPGLGPPLGMAAAAAGPGLGGSLGGALAGPLGGALGVPGAKESRAFNCHVEYEKTNRARKHRPCLYDPSQVCFTEHTQSQAAWLCAKPFKVICIFVSFLSFDYKLVQKVCPDYNF.... Result: 0 (no interaction). (3) The miRNA is mmu-miR-19b-3p with sequence UGUGCAAAUCCAUGCAAAACUGA. The protein sequence of the target gene is MYKRNGLMASVLVTSATPQGSSSSDSLEGQSCDYASKSYDAVVFDVLKVTPEEFASQITLMDIPVFKAIQPEELASCGWSKKEKHSLAPNVVAFTRRFNQVSFWVVREILTAQTLKIRAEILSHFVKIAKKLLELNNLHSLMSVVSALQSAPIFRLTKTWALLNRKDKTTFEKLDYLMSKEDNYKRTRDYIRSLKMVPSIPYLGIYLLDLIYIDSAYPASGSIMENEQRSNQMNNILRIIADLQVSCSYDHLTTLPHVQKYLKSVRYIEELQKFVEDDNYKLSLRIEPGSSSPRLVSSKE.... Result: 1 (interaction). (4) The miRNA is mmu-miR-200a-3p with sequence UAACACUGUCUGGUAACGAUGU. The protein sequence of the target gene is MGTWILFACLLGAAFAMPLPPHPGHPGYINFSYEVLTPLKWYQSIRPPYPSYGYEPMGGWLHHQIIPVLSQQHPPTHTLQPHHHIPVVPAQQPVIPQQPMMPVPGQHSMTPIQHHQPNLPPPAQQPYQPQPVQPQPHQPMQPQPPVHPMQPLPPQPPLPPMFPMQPLPPMLPDLTLEAWPSTDKTKREEVD. Result: 0 (no interaction). (5) The miRNA is hsa-miR-539-5p with sequence GGAGAAAUUAUCCUUGGUGUGU. The protein sequence of the target gene is MSDNPPRMEVCPYCKKPFKRLKSHLPYCKMIGPTIPTDQKVYQSKPATLPRAKKMKGPIKDLIKAKGKELETENEERNSKLVVDKPEQTVKTFPLPAVGLERAATTKADKDIKNPIQPSFKMLKNTKPMTTFQEETKAQFYASEKTSPKRELAKDLPKSGESRCNPSEAGASLLVGSIEPSLSNQDRKYSSTLPNDVQTTSGDLKLDKIDPQRQELLVKLLDVPTGDCHISPKNVSDGVKRVRTLLSNERDSKGRDHLSGVPTDVTVTETPEKNTESLILSLKMSSLGKIQVMEKQEKGL.... Result: 1 (interaction). (6) The miRNA is hsa-miR-6804-5p with sequence UGAGGGUGUCAGCAGGUGACG. The protein sequence of the target gene is MRLSLAAAISHGRVYRRLGLGPESRIHLLRNLLTGLVRHERIEATWARADEMRGYAEKLIDYGKLGDTNERAMRMADFWLTEKDLIPKLFKVLAPRFQGQNGNYTRMLQIPNRKEQDRAKMAVIEYKGNYLPPLPLPHRDSNLTLLNQLLLGLQQDLHHNQDASLHSSCTVQTPKT. Result: 0 (no interaction). (7) The miRNA is hsa-miR-5696 with sequence CUCAUUUAAGUAGUCUGAUGCC. The protein sequence of the target gene is MTKIKADPDGPEAQAEACSGERTYQELLVNQNPIAQPLASRRLTRKLYKCIKKAVKQKQIRRGVKEVQKFVNKGEKGIMVLAGDTLPIEVYCHLPVMCEDRNLPYVYIPSKTDLGAAAGSKRPTCVIMVKPHEEYQEAYDECLEEVQSLPLPL. Result: 0 (no interaction).